Dataset: Forward reaction prediction with 1.9M reactions from USPTO patents (1976-2016). Task: Predict the product of the given reaction. (1) Given the reactants N1[CH:5]=[CH:4][CH:3]=N1.[CH3:6][N:7]([CH3:31])[C:8]([C@H:10]([NH:12][C:13]([C:15]1[C:19]([Br:20])=[C:18]([NH:21][C:22](=[O:30])[C:23]2[CH:28]=[CH:27][CH:26]=[CH:25][C:24]=2[Cl:29])[NH:17][N:16]=1)=[O:14])[CH3:11])=[O:9], predict the reaction product. The product is: [N:7]1([C:8]([C@@H:10]([NH:12][C:13]([C:15]2[C:19]([Br:20])=[C:18]([NH:21][C:22](=[O:30])[C:23]3[CH:28]=[CH:27][CH:26]=[CH:25][C:24]=3[Cl:29])[NH:17][N:16]=2)=[O:14])[CH3:11])=[O:9])[CH2:6][CH2:5][CH2:4][CH2:3][CH2:31]1. (2) Given the reactants [CH:1](=O)[CH2:2][CH:3]([CH3:5])[CH3:4].[CH3:7][C:8]([CH3:10])=[O:9], predict the reaction product. The product is: [CH3:4][CH:3]([CH3:5])[CH2:2][CH2:1][CH2:7][C:8](=[O:9])[CH3:10].